From a dataset of Reaction yield outcomes from USPTO patents with 853,638 reactions. Predict the reaction yield, written as a fraction of the theoretical maximum amount of product (1.0 means a 100% yield; for example, 0.34 means a 34% yield). (1) The reactants are [C:1](Cl)(=[O:8])[C:2]1[CH:7]=[CH:6][CH:5]=[CH:4][CH:3]=1.[Cl:10][C:11]1[CH:25]=[CH:24][C:14]([C:15]([N:17]2[CH2:22][CH2:21][CH2:20][C@@H:19]([NH2:23])[CH2:18]2)=[O:16])=[CH:13][CH:12]=1.[OH-].[Na+].[Cl-].[Na+]. The catalyst is ClC1C=CC=CC=1. The product is [Cl:10][C:11]1[CH:25]=[CH:24][C:14]([C:15]([N:17]2[CH2:22][CH2:21][CH2:20][C@@H:19]([NH:23][C:1](=[O:8])[C:2]3[CH:7]=[CH:6][CH:5]=[CH:4][CH:3]=3)[CH2:18]2)=[O:16])=[CH:13][CH:12]=1. The yield is 1.00. (2) The reactants are C[O:2][C:3](=[O:37])[CH:4]([O:32][C:33]([CH3:36])([CH3:35])[CH3:34])[C:5]1[N:6]([CH3:31])[C:7](=[O:30])[C:8]2[C:13]([C:14]=1[C:15]1[C:16]([CH3:25])=[C:17]3[C:22](=[CH:23][CH:24]=1)[O:21][CH2:20][CH2:19][CH2:18]3)=[CH:12][CH:11]=[C:10]([O:26][CH2:27][CH2:28][OH:29])[CH:9]=2.[Li+].[OH-]. The catalyst is C1COCC1. The product is [C:33]([O:32][CH:4]([C:5]1[N:6]([CH3:31])[C:7](=[O:30])[C:8]2[C:13]([C:14]=1[C:15]1[C:16]([CH3:25])=[C:17]3[C:22](=[CH:23][CH:24]=1)[O:21][CH2:20][CH2:19][CH2:18]3)=[CH:12][CH:11]=[C:10]([O:26][CH2:27][CH2:28][OH:29])[CH:9]=2)[C:3]([OH:37])=[O:2])([CH3:36])([CH3:35])[CH3:34]. The yield is 0.308.